From a dataset of Forward reaction prediction with 1.9M reactions from USPTO patents (1976-2016). Predict the product of the given reaction. (1) Given the reactants Br[C:2]1[CH:3]=[C:4]2[C:14](=[CH:15][CH:16]=1)[O:13][C:7]1([CH2:12][CH2:11][CH2:10][O:9][CH2:8]1)[CH2:6][C:5]2=[O:17].[Br-].[CH:19]1([Zn+])[CH2:24][CH2:23][CH2:22][CH2:21][CH2:20]1, predict the reaction product. The product is: [CH:19]1([C:2]2[CH:3]=[C:4]3[C:14](=[CH:15][CH:16]=2)[O:13][C:7]2([CH2:12][CH2:11][CH2:10][O:9][CH2:8]2)[CH2:6][C:5]3=[O:17])[CH2:24][CH2:23][CH2:22][CH2:21][CH2:20]1. (2) Given the reactants N(C(OC(C)C)=O)=NC(OC(C)C)=O.[OH:15][CH2:16][C:17]1[N:18]([S:22]([C:25]2[CH:30]=[CH:29][C:28]([CH3:31])=[CH:27][CH:26]=2)(=[O:24])=[O:23])[CH:19]=[CH:20][N:21]=1.C1(P(C2C=CC=CC=2)C2C=CC=CC=2)C=CC=CC=1.O[N:52]1[C:56](=[O:57])[C:55]2=[CH:58][CH:59]=[CH:60][CH:61]=[C:54]2[C:53]1=[O:62], predict the reaction product. The product is: [C:28]1([CH3:31])[CH:29]=[CH:30][C:25]([S:22]([N:18]2[CH:19]=[CH:20][N:21]=[C:17]2[CH2:16][O:15][N:52]2[C:56](=[O:57])[C:55]3[C:54](=[CH:61][CH:60]=[CH:59][CH:58]=3)[C:53]2=[O:62])(=[O:24])=[O:23])=[CH:26][CH:27]=1. (3) Given the reactants [C:1]([O:5][C:6]([N:8]1[CH2:13][CH2:12][CH:11]([O:14][C:15]2[CH:21]=[CH:20][C:18]([NH2:19])=[CH:17][CH:16]=2)[CH2:10][CH2:9]1)=[O:7])([CH3:4])([CH3:3])[CH3:2].N1C=CC=CC=1.[CH2:28]([S:30](Cl)(=[O:32])=[O:31])[CH3:29].CO, predict the reaction product. The product is: [C:1]([O:5][C:6]([N:8]1[CH2:13][CH2:12][CH:11]([O:14][C:15]2[CH:21]=[CH:20][C:18]([NH:19][S:30]([CH2:28][CH3:29])(=[O:32])=[O:31])=[CH:17][CH:16]=2)[CH2:10][CH2:9]1)=[O:7])([CH3:4])([CH3:2])[CH3:3]. (4) Given the reactants [CH3:1][O:2][C:3](=[O:12])[C:4]1[CH:9]=[C:8]([Cl:10])[CH:7]=[CH:6][C:5]=1[NH2:11].[N+:13]([C:16]1[CH:17]=[C:18]([CH:21]=[CH:22][CH:23]=1)[CH:19]=O)([O-:15])=[O:14], predict the reaction product. The product is: [CH3:1][O:2][C:3](=[O:12])[C:4]1[CH:9]=[C:8]([Cl:10])[CH:7]=[CH:6][C:5]=1[N:11]=[CH:19][C:18]1[CH:21]=[CH:22][CH:23]=[C:16]([N+:13]([O-:15])=[O:14])[CH:17]=1. (5) Given the reactants [CH3:1][O:2][C:3]1[CH:4]=[C:5]2[C:10](=[CH:11][C:12]=1[O:13][CH3:14])[CH:9]=[N:8][CH:7]=[C:6]2[CH2:15][C:16]1[NH:24][C:23]2[C:22](=[O:25])[N:21]([CH3:26])[C:20](=[O:27])[N:19]([CH2:28][CH:29]([CH3:32])[CH2:30][OH:31])[C:18]=2[N:17]=1.[C:33](Cl)(=[O:35])[CH3:34], predict the reaction product. The product is: [CH3:1][O:2][C:3]1[CH:4]=[C:5]2[C:10](=[CH:11][C:12]=1[O:13][CH3:14])[CH:9]=[N:8][CH:7]=[C:6]2[CH2:15][C:16]1[NH:24][C:23]2[C:22](=[O:25])[N:21]([CH3:26])[C:20](=[O:27])[N:19]([CH2:28][CH:29]([CH3:32])[CH2:30][O:31][C:33](=[O:35])[CH3:34])[C:18]=2[N:17]=1. (6) Given the reactants [CH2:1]([N:8]1[C:21](=[O:22])[C:20]2[C:15](=[CH:16][CH:17]=[CH:18][CH:19]=2)[C:14]2[CH:13]=[C:12]([C:23]#N)[CH:11]=[CH:10][C:9]1=2)[C:2]1[CH:7]=[CH:6][CH:5]=[CH:4][CH:3]=1.C(O)=[O:26], predict the reaction product. The product is: [CH2:1]([N:8]1[C:21](=[O:22])[C:20]2[C:15](=[CH:16][CH:17]=[CH:18][CH:19]=2)[C:14]2[CH:13]=[C:12]([CH:23]=[O:26])[CH:11]=[CH:10][C:9]1=2)[C:2]1[CH:7]=[CH:6][CH:5]=[CH:4][CH:3]=1.